The task is: Predict the product of the given reaction.. This data is from Forward reaction prediction with 1.9M reactions from USPTO patents (1976-2016). (1) Given the reactants C1(N[C:5](=[O:25])[C:6]2[CH:11]=[CH:10][C:9]([CH3:12])=[C:8]([N:13]3[CH:22]=[CH:21][C:20]4[C:15](=[CH:16][C:17]([OH:23])=[CH:18][CH:19]=4)[C:14]3=[O:24])[CH:7]=2)CC1.C(OCC)(=[O:28])C, predict the reaction product. The product is: [OH:23][C:17]1[CH:16]=[C:15]2[C:20]([CH:21]=[CH:22][N:13]([C:8]3[CH:7]=[C:6]([CH:11]=[CH:10][C:9]=3[CH3:12])[C:5]([OH:28])=[O:25])[C:14]2=[O:24])=[CH:19][CH:18]=1. (2) Given the reactants [F:1][C:2]1[CH:24]=[C:23]([S:25]([CH3:28])(=[O:27])=[O:26])[C:22]([F:29])=[CH:21][C:3]=1[O:4][C@@H:5]1[CH2:9][CH2:8][N:7]([CH:10]2[CH2:15][CH2:14][N:13](/[C:16](=[N:18]/[OH:19])/[NH2:17])[CH2:12][CH2:11]2)[C:6]1=[O:20].[F:30][C:31]([F:42])([F:41])[C:32](O[C:32](=O)[C:31]([F:42])([F:41])[F:30])=O, predict the reaction product. The product is: [F:1][C:2]1[CH:24]=[C:23]([S:25]([CH3:28])(=[O:27])=[O:26])[C:22]([F:29])=[CH:21][C:3]=1[O:4][C@@H:5]1[CH2:9][CH2:8][N:7]([CH:10]2[CH2:11][CH2:12][N:13]([C:16]3[N:17]=[C:32]([C:31]([F:42])([F:41])[F:30])[O:19][N:18]=3)[CH2:14][CH2:15]2)[C:6]1=[O:20]. (3) Given the reactants [C:1]([NH:5][S:6]([C:9]1[C:10]([C:15]2[CH:20]=[CH:19][C:18](B3OC(C)(C)C(C)(C)O3)=[C:17]([F:30])[CH:16]=2)=[CH:11][CH:12]=[CH:13][CH:14]=1)(=[O:8])=[O:7])([CH3:4])([CH3:3])[CH3:2].Br[C:32]1[N:33]=[CH:34][C:35]2[CH:40]=[CH:39][NH:38][C:36]=2[N:37]=1, predict the reaction product. The product is: [C:1]([NH:5][S:6]([C:9]1[C:10]([C:15]2[CH:20]=[CH:19][C:18]([C:32]3[N:33]=[CH:34][C:35]4[CH:40]=[CH:39][NH:38][C:36]=4[N:37]=3)=[C:17]([F:30])[CH:16]=2)=[CH:11][CH:12]=[CH:13][CH:14]=1)(=[O:8])=[O:7])([CH3:4])([CH3:2])[CH3:3]. (4) Given the reactants COC1C=C(C=CC=1OC)C[NH:7][C:8]1[N:9]=[C:10]([C:17]2[O:18][CH:19]=[CH:20][CH:21]=2)[C:11]2[S:16][CH:15]=[CH:14][C:12]=2[N:13]=1.C([O-])(O)=O.[Na+], predict the reaction product. The product is: [O:18]1[CH:19]=[CH:20][CH:21]=[C:17]1[C:10]1[C:11]2[S:16][CH:15]=[CH:14][C:12]=2[N:13]=[C:8]([NH2:7])[N:9]=1. (5) Given the reactants [Cl-].[CH3:2][N+:3]([CH3:28])([CH2:11][CH2:12][CH2:13][NH:14][C:15](=[O:27])[CH2:16][CH2:17][CH2:18][CH2:19][CH2:20][CH2:21][CH2:22][CH2:23][CH2:24][CH2:25][CH3:26])[CH2:4][C:5]1[CH:10]=[CH:9][CH:8]=[CH:7][CH:6]=1.[C:29]1([B-:35]([C:48]2[CH:53]=[CH:52][CH:51]=[CH:50][CH:49]=2)([C:42]2[CH:47]=[CH:46][CH:45]=[CH:44][CH:43]=2)[C:36]2[CH:41]=[CH:40][CH:39]=[CH:38][CH:37]=2)[CH:34]=[CH:33][CH:32]=[CH:31][CH:30]=1.[Na+], predict the reaction product. The product is: [C:48]1([B-:35]([C:29]2[CH:30]=[CH:31][CH:32]=[CH:33][CH:34]=2)([C:36]2[CH:37]=[CH:38][CH:39]=[CH:40][CH:41]=2)[C:42]2[CH:47]=[CH:46][CH:45]=[CH:44][CH:43]=2)[CH:49]=[CH:50][CH:51]=[CH:52][CH:53]=1.[CH3:28][N+:3]([CH3:2])([CH2:11][CH2:12][CH2:13][NH:14][C:15](=[O:27])[CH2:16][CH2:17][CH2:18][CH2:19][CH2:20][CH2:21][CH2:22][CH2:23][CH2:24][CH2:25][CH3:26])[CH2:4][C:5]1[CH:10]=[CH:9][CH:8]=[CH:7][CH:6]=1. (6) Given the reactants C(=O)([O-])[O-].[Na+].[Na+].FC(F)(F)S(O[C:13]1[CH2:14][CH2:15][N:16]([C:19]2[CH:20]=[CH:21][C:22]3[N:23]([C:25]([C:28]([F:31])([F:30])[F:29])=[N:26][N:27]=3)[N:24]=2)[CH2:17][CH:18]=1)(=O)=O.[CH2:34]([O:41][C:42]1[CH:47]=[CH:46][C:45](B(O)O)=[CH:44][C:43]=1[F:51])[C:35]1[CH:40]=[CH:39][CH:38]=[CH:37][CH:36]=1, predict the reaction product. The product is: [CH2:34]([O:41][C:42]1[CH:47]=[CH:46][C:45]([C:13]2[CH2:14][CH2:15][N:16]([C:19]3[CH:20]=[CH:21][C:22]4[N:23]([C:25]([C:28]([F:31])([F:30])[F:29])=[N:26][N:27]=4)[N:24]=3)[CH2:17][CH:18]=2)=[CH:44][C:43]=1[F:51])[C:35]1[CH:36]=[CH:37][CH:38]=[CH:39][CH:40]=1.